Dataset: CYP3A4 inhibition data for predicting drug metabolism from PubChem BioAssay. Task: Regression/Classification. Given a drug SMILES string, predict its absorption, distribution, metabolism, or excretion properties. Task type varies by dataset: regression for continuous measurements (e.g., permeability, clearance, half-life) or binary classification for categorical outcomes (e.g., BBB penetration, CYP inhibition). Dataset: cyp3a4_veith. (1) The drug is O=C(O)CCNc1ncnc2nc[nH]c12. The result is 0 (non-inhibitor). (2) The compound is CC(C)OC(=O)c1sc2nc(-c3ccccc3)ccc2c1N. The result is 0 (non-inhibitor). (3) The drug is Cc1[nH]c(=O)c(C#N)c2c1CSC(C)(C)C2. The result is 0 (non-inhibitor). (4) The molecule is CN(C)CCCc1c[nH]c2ccccc12. The result is 0 (non-inhibitor). (5) The molecule is CCN(CC)CCNC(=O)c1ccc(NC(C)=O)cc1. The result is 0 (non-inhibitor). (6) The compound is N#Cc1c(Cl)cccc1-n1ccnc1. The result is 1 (inhibitor).